This data is from Catalyst prediction with 721,799 reactions and 888 catalyst types from USPTO. The task is: Predict which catalyst facilitates the given reaction. (1) Reactant: C1C(=O)N([Cl:8])C(=O)C1.[CH3:9][O:10][C:11]1[CH:16]=[CH:15][C:14]([N+:17]([O-:19])=[O:18])=[CH:13][C:12]=1[C:20]1[N:24]([CH3:25])[N:23]=[C:22]([C:26]([F:29])([F:28])[F:27])[CH:21]=1. Product: [Cl:8][C:21]1[C:22]([C:26]([F:29])([F:27])[F:28])=[N:23][N:24]([CH3:25])[C:20]=1[C:12]1[CH:13]=[C:14]([N+:17]([O-:19])=[O:18])[CH:15]=[CH:16][C:11]=1[O:10][CH3:9]. The catalyst class is: 3. (2) Reactant: [C:1]([O:5][C:6](=[O:19])[CH2:7][C:8](=[O:18])[CH2:9][CH2:10][C:11]1[CH:16]=[CH:15][C:14]([I:17])=[CH:13][CH:12]=1)([CH3:4])([CH3:3])[CH3:2].[H-].[Na+].Br[CH2:23][CH2:24][O:25][Si:26]([C:29]([CH3:32])([CH3:31])[CH3:30])([CH3:28])[CH3:27]. Product: [CH3:30][C:29]([Si:26]([CH3:28])([CH3:27])[O:25][CH2:24][CH2:23][CH:7]([C:8](=[O:18])[CH2:9][CH2:10][C:11]1[CH:12]=[CH:13][C:14]([I:17])=[CH:15][CH:16]=1)[C:6]([O:5][C:1]([CH3:4])([CH3:2])[CH3:3])=[O:19])([CH3:32])[CH3:31]. The catalyst class is: 9. (3) The catalyst class is: 116. Product: [ClH:17].[Cl:18][C:13]1[CH:12]=[C:11]([C:6]23[CH2:7][CH:8]2[CH2:9][N:4]([CH2:1][CH2:2][CH3:3])[CH2:5]3)[CH:16]=[CH:15][C:14]=1[Cl:17]. Reactant: [CH2:1]([N:4]1[C:9](=O)[CH:8]2[C:6]([C:11]3[CH:16]=[CH:15][C:14]([Cl:17])=[C:13]([Cl:18])[CH:12]=3)([CH2:7]2)[C:5]1=O)[CH2:2][CH3:3].B.C(OCC)(=O)C.Cl.